From a dataset of Peptide-MHC class I binding affinity with 185,985 pairs from IEDB/IMGT. Regression. Given a peptide amino acid sequence and an MHC pseudo amino acid sequence, predict their binding affinity value. This is MHC class I binding data. (1) The peptide sequence is SHDTIGPYY. The MHC is HLA-A31:01 with pseudo-sequence HLA-A31:01. The binding affinity (normalized) is 0.0847. (2) The peptide sequence is KQIMECSRML. The MHC is HLA-A68:02 with pseudo-sequence HLA-A68:02. The binding affinity (normalized) is 0.176.